Dataset: Peptide-MHC class I binding affinity with 185,985 pairs from IEDB/IMGT. Task: Regression. Given a peptide amino acid sequence and an MHC pseudo amino acid sequence, predict their binding affinity value. This is MHC class I binding data. (1) The peptide sequence is KVVKKLSVIR. The MHC is HLA-A03:01 with pseudo-sequence HLA-A03:01. The binding affinity (normalized) is 0.211. (2) The peptide sequence is KLYPNVDFY. The MHC is HLA-B07:02 with pseudo-sequence HLA-B07:02. The binding affinity (normalized) is 0.0847.